From a dataset of Blood-brain barrier penetration binary classification data from Martins et al.. Regression/Classification. Given a drug SMILES string, predict its absorption, distribution, metabolism, or excretion properties. Task type varies by dataset: regression for continuous measurements (e.g., permeability, clearance, half-life) or binary classification for categorical outcomes (e.g., BBB penetration, CYP inhibition). Dataset: bbb_martins. (1) The drug is CC1(C)S[C@@H]2[C@H](NC(=O)[C@H](NC(=O)c3ccc(-c4ccc(S(=O)(=O)N(CCO)CCO)cc4)[nH]c3=O)c3ccc(O)cc3)C(=O)N2[C@H]1C(=O)[O-].[Na+]. The result is 0 (does not penetrate BBB). (2) The compound is C[C@H](O)[C@H]1C(=O)N2C(C(=O)O)=C(SCCN=CN)C[C@H]12.O. The result is 0 (does not penetrate BBB). (3) The drug is CCc1c(OC)nc2nc(-c3noc(C)n3)cn2c1C. The result is 1 (penetrates BBB). (4) The drug is O=C1NC(=O)[C@@]2(CCN(C(=O)Cc3ccc(Cl)c(Cl)c3)[C@@H](CN3CCCC3)C2)N1. The result is 0 (does not penetrate BBB). (5) The molecule is Cc1cc(C(C)(C)SC(C)(C)CNc2[nH]ccc2[N+](=O)[O-])nc(C)c1C. The result is 1 (penetrates BBB). (6) The compound is CC=CCC(C)C(O)C1C(=O)NC(CC)C(=O)N(C)CC(=O)N(C)C(CC(C)C)C(=O)NC(C(C)C)C(=O)N(C)C(CC(C)C)C(=O)NC(C)C(=O)NC(C)C(=O)N(C)C(CC(C)C)C(=O)N(C)C(CC(C)C)C(=O)N(C)C(C(C)C)C(=O)N1C. The result is 0 (does not penetrate BBB).